This data is from Peptide-MHC class I binding affinity with 185,985 pairs from IEDB/IMGT. The task is: Regression. Given a peptide amino acid sequence and an MHC pseudo amino acid sequence, predict their binding affinity value. This is MHC class I binding data. (1) The peptide sequence is MEFWLVAAL. The MHC is HLA-A01:01 with pseudo-sequence HLA-A01:01. The binding affinity (normalized) is 0.0847. (2) The binding affinity (normalized) is 0.149. The peptide sequence is AVIFTPIYY. The MHC is HLA-A33:01 with pseudo-sequence HLA-A33:01. (3) The peptide sequence is QFLKFSLPFPFLYKFLL. The MHC is HLA-B44:02 with pseudo-sequence HLA-B44:02. The binding affinity (normalized) is 0.164. (4) The peptide sequence is RPNPDFNTF. The MHC is HLA-B07:02 with pseudo-sequence HLA-B07:02. The binding affinity (normalized) is 0.764. (5) The peptide sequence is DLLFNEKLK. The MHC is HLA-A03:01 with pseudo-sequence HLA-A03:01. The binding affinity (normalized) is 0.301. (6) The peptide sequence is VPPFPRTAF. The MHC is HLA-A02:03 with pseudo-sequence HLA-A02:03. The binding affinity (normalized) is 0.0847. (7) The peptide sequence is GRRPLKNRK. The MHC is HLA-B73:01 with pseudo-sequence HLA-B73:01. The binding affinity (normalized) is 0.0847.